This data is from Reaction yield outcomes from USPTO patents with 853,638 reactions. The task is: Predict the reaction yield, written as a fraction of the theoretical maximum amount of product (1.0 means a 100% yield; for example, 0.34 means a 34% yield). (1) The reactants are C([O:4][CH2:5][CH2:6][CH2:7][C:8]1([CH3:19])[O:12][C:11]2=[N:13][C:14]([N+:16]([O-:18])=[O:17])=[CH:15][N:10]2[CH2:9]1)(=O)C.C(=O)([O-])[O-].[K+].[K+]. The catalyst is CO. The product is [CH3:19][C:8]1([CH2:7][CH2:6][CH2:5][OH:4])[O:12][C:11]2=[N:13][C:14]([N+:16]([O-:18])=[O:17])=[CH:15][N:10]2[CH2:9]1. The yield is 0.780. (2) The reactants are [C:1]([C:3]1[CH:11]=[C:10]2[C:6]([C:7]([C:35](O)=[O:36])=[C:8]([C:12]([C:15]3[CH:20]=[CH:19][C:18]([CH2:21][CH3:22])=[C:17]([N:23]4[CH2:28][CH2:27][CH:26]([N:29]5[CH2:34][CH2:33][O:32][CH2:31][CH2:30]5)[CH2:25][CH2:24]4)[CH:16]=3)([CH3:14])[CH3:13])[NH:9]2)=[CH:5][CH:4]=1)#[N:2].CO.O. The catalyst is CC(N(C)C)=O.C(OC(=O)C)(=O)C.CCN(C(C)C)C(C)C. The product is [CH2:21]([C:18]1[C:17]([N:23]2[CH2:24][CH2:25][CH:26]([N:29]3[CH2:30][CH2:31][O:32][CH2:33][CH2:34]3)[CH2:27][CH2:28]2)=[CH:16][C:15]2[C:12]([CH3:14])([CH3:13])[C:8]3[NH:9][C:10]4[C:6]([C:7]=3[C:35](=[O:36])[C:20]=2[CH:19]=1)=[CH:5][CH:4]=[C:3]([C:1]#[N:2])[CH:11]=4)[CH3:22]. The yield is 0.850. (3) The reactants are C([O:8][CH2:9][C:10]1[N:11]([CH2:27][C:28]2[CH:33]=[CH:32][N:31]=[CH:30][CH:29]=2)[C:12]([S:18][C:19]2[CH:24]=[CH:23][CH:22]=[C:21]([O:25][CH3:26])[CH:20]=2)=[C:13]([CH:15]([CH3:17])[CH3:16])[N:14]=1)C1C=CC=CC=1.Cl. The catalyst is CCO. The product is [CH:15]([C:13]1[N:14]=[C:10]([CH2:9][OH:8])[N:11]([CH2:27][C:28]2[CH:29]=[CH:30][N:31]=[CH:32][CH:33]=2)[C:12]=1[S:18][C:19]1[CH:24]=[CH:23][CH:22]=[C:21]([O:25][CH3:26])[CH:20]=1)([CH3:17])[CH3:16]. The yield is 0.870. (4) The reactants are [Cl:1][C:2]1[C:3]([C:42]([OH:44])=O)=[N:4][N:5]([C:8]2[CH:13]=[CH:12][C:11]([C:14](=[O:29])[NH:15][S:16]([C:19]3[CH:28]=[CH:27][C:26]4[C:21](=[CH:22][CH:23]=[CH:24][CH:25]=4)[CH:20]=3)(=[O:18])=[O:17])=[CH:10][C:9]=2[C:30]([N:32]2[CH2:41][CH2:40][C:39]3[C:34](=[CH:35][CH:36]=[CH:37][CH:38]=3)[CH2:33]2)=[O:31])[C:6]=1[CH3:7].C(Cl)(=O)C(Cl)=O.[CH2:51]([NH:55][C:56]1[CH:61]=[CH:60][C:59]([CH2:62][CH2:63][C:64]([O:66][CH3:67])=[O:65])=[CH:58][CH:57]=1)[CH2:52][CH2:53][CH3:54].C(N(C(C)C)C(C)C)C. The catalyst is C(Cl)Cl.CN(C=O)C. The product is [CH2:51]([N:55]([C:56]1[CH:57]=[CH:58][C:59]([CH2:62][CH2:63][C:64]([O:66][CH3:67])=[O:65])=[CH:60][CH:61]=1)[C:42]([C:3]1[C:2]([Cl:1])=[C:6]([CH3:7])[N:5]([C:8]2[CH:13]=[CH:12][C:11]([C:14](=[O:29])[NH:15][S:16]([C:19]3[CH:28]=[CH:27][C:26]4[C:21](=[CH:22][CH:23]=[CH:24][CH:25]=4)[CH:20]=3)(=[O:17])=[O:18])=[CH:10][C:9]=2[C:30]([N:32]2[CH2:41][CH2:40][C:39]3[C:34](=[CH:35][CH:36]=[CH:37][CH:38]=3)[CH2:33]2)=[O:31])[N:4]=1)=[O:44])[CH2:52][CH2:53][CH3:54]. The yield is 0.570.